Dataset: Reaction yield outcomes from USPTO patents with 853,638 reactions. Task: Predict the reaction yield, written as a fraction of the theoretical maximum amount of product (1.0 means a 100% yield; for example, 0.34 means a 34% yield). (1) The yield is 0.770. The product is [OH:10][C:11]1[CH:19]=[CH:18][C:17]([N+:20]([O-:22])=[O:21])=[CH:16][C:12]=1[C:13]([O:15][CH3:2])=[O:14]. No catalyst specified. The reactants are F[C:2]1C(N)=NC(N)=NC=1.[OH:10][C:11]1[CH:19]=[CH:18][C:17]([N+:20]([O-:22])=[O:21])=[CH:16][C:12]=1[C:13]([OH:15])=[O:14].C(=O)([O-])[O-].[K+].[K+].IC. (2) The reactants are [Br:1][C:2]1[CH:3]=[C:4]2[C:11]3([C:15](=[O:16])[N:14]=[C:13](OCC)[NH:12]3)[CH2:10][C:9]([CH3:21])([CH3:20])[O:8][C:5]2=[CH:6][CH:7]=1.[NH3:22].O. The catalyst is CCO. The product is [NH2:22][C:13]1[NH:12][C:11]2([C:4]3[C:5](=[CH:6][CH:7]=[C:2]([Br:1])[CH:3]=3)[O:8][C:9]([CH3:20])([CH3:21])[CH2:10]2)[C:15](=[O:16])[N:14]=1. The yield is 0.300. (3) The reactants are [CH2:1]([O:8][C:9]1[CH:10]=[C:11]([CH:20]=[CH:21][CH:22]=1)[O:12][C:13]1[S:17][C:16]([CH2:18][NH2:19])=[CH:15][CH:14]=1)[C:2]1[CH:7]=[CH:6][CH:5]=[CH:4][CH:3]=1.[N:23]1[C:32]2[C:27](=[CH:28][C:29]([C:33](O)=[O:34])=[CH:30][CH:31]=2)[CH:26]=[CH:25][CH:24]=1.F[P-](F)(F)(F)(F)F.N1(O[P+](N(C)C)(N(C)C)N(C)C)C2C=CC=CC=2N=N1.C(N(CC)CC)C. The catalyst is O1CCCC1.O.C(OCC)(=O)C. The product is [CH2:1]([O:8][C:9]1[CH:10]=[C:11]([CH:20]=[CH:21][CH:22]=1)[O:12][C:13]1[S:17][C:16]([CH2:18][NH:19][C:33]([C:29]2[CH:28]=[C:27]3[C:32](=[CH:31][CH:30]=2)[N:23]=[CH:24][CH:25]=[CH:26]3)=[O:34])=[CH:15][CH:14]=1)[C:2]1[CH:3]=[CH:4][CH:5]=[CH:6][CH:7]=1. The yield is 0.270.